From a dataset of Forward reaction prediction with 1.9M reactions from USPTO patents (1976-2016). Predict the product of the given reaction. (1) Given the reactants [Br:1][C:2]1[CH:21]=[CH:20][C:5]2[NH:6][C:7]([C:9]3[CH:14]=[CH:13][C:12]([C:15]4[O:19][CH:18]=[N:17][CH:16]=4)=[CH:11][CH:10]=3)=[N:8][C:4]=2[CH:3]=1.C(=O)([O-])[O-].[K+].[K+].[C:28](O[C:28]([O:30][C:31]([CH3:34])([CH3:33])[CH3:32])=[O:29])([O:30][C:31]([CH3:34])([CH3:33])[CH3:32])=[O:29], predict the reaction product. The product is: [Br:1][C:2]1[CH:21]=[CH:20][C:5]2[N:6]([C:28]([O:30][C:31]([CH3:34])([CH3:33])[CH3:32])=[O:29])[C:7]([C:9]3[CH:14]=[CH:13][C:12]([C:15]4[O:19][CH:18]=[N:17][CH:16]=4)=[CH:11][CH:10]=3)=[N:8][C:4]=2[CH:3]=1. (2) Given the reactants Cl[CH2:2][C:3]1[CH:28]=[CH:27][C:6]([C:7]([NH:9][C:10]2[S:11][C:12]3[C:18]([N:19]4[CH2:24][CH2:23][O:22][CH2:21][CH2:20]4)=[CH:17][CH:16]=[C:15]([O:25][CH3:26])[C:13]=3[N:14]=2)=[O:8])=[CH:5][CH:4]=1.[CH3:29][O-:30].[Na+], predict the reaction product. The product is: [CH3:29][O:30][CH2:2][C:3]1[CH:28]=[CH:27][C:6]([C:7]([NH:9][C:10]2[S:11][C:12]3[C:18]([N:19]4[CH2:24][CH2:23][O:22][CH2:21][CH2:20]4)=[CH:17][CH:16]=[C:15]([O:25][CH3:26])[C:13]=3[N:14]=2)=[O:8])=[CH:5][CH:4]=1. (3) Given the reactants [2H][C:2]1[C:7]([2H])=[C:6]([NH2:9])[C:5]([NH2:10])=[C:4]([2H])[C:3]=1[2H].[OH:13][CH2:14][C:15](O)=O.C(=O)(O)[O-].[Na+], predict the reaction product. The product is: [NH:10]1[C:5]2[CH:4]=[CH:3][CH:2]=[CH:7][C:6]=2[N:9]=[C:15]1[CH2:14][OH:13]. (4) Given the reactants [C:1]([C@H:5]1[CH2:10][CH2:9][C@H:8]([O:11][C:12]2[CH:13]=[C:14]3[C:19](=[CH:20][CH:21]=2)[CH:18]=[C:17](C=O)[CH:16]=[CH:15]3)[CH2:7][CH2:6]1)([CH3:4])([CH3:3])[CH3:2].[CH3:24][NH:25][CH2:26][C:27]([O:29][CH2:30][CH3:31])=[O:28].[BH3-][C:33]#N.[Na+], predict the reaction product. The product is: [C:1]([C@H:5]1[CH2:10][CH2:9][C@H:8]([O:11][C:12]2[CH:13]=[C:14]3[C:19](=[CH:20][CH:21]=2)[CH:18]=[C:17]([CH2:24][N:25]([CH3:33])[CH2:26][C:27]([O:29][CH2:30][CH3:31])=[O:28])[CH:16]=[CH:15]3)[CH2:7][CH2:6]1)([CH3:4])([CH3:2])[CH3:3]. (5) Given the reactants [C:1]([O:5][C:6]([NH:8][CH2:9][CH:10]1[CH2:15][CH2:14][N:13]([CH2:16][CH:17]2[CH:20](C(OCC)=O)[CH2:19][CH2:18]2)[CH2:12][CH2:11]1)=[O:7])([CH3:4])([CH3:3])[CH3:2].[OH-:26].[Na+].Cl.C[CH2:30][OH:31], predict the reaction product. The product is: [C:1]([O:5][C:6]([NH:8][CH2:9][CH:10]1[CH2:11][CH2:12][N:13]([CH2:16][C:17]2([C:30]([OH:31])=[O:26])[CH2:18][CH2:19][CH2:20]2)[CH2:14][CH2:15]1)=[O:7])([CH3:2])([CH3:3])[CH3:4]. (6) Given the reactants Br[C:2]1[CH:3]=[N+:4]([O-:9])[CH:5]=[C:6]([Br:8])[CH:7]=1.[OH:10][C:11]1[CH:12]=[N:13][CH:14]=[C:15]([CH:20]=1)[C:16]([O:18][CH3:19])=[O:17].C(=O)([O-])[O-].[Cs+].[Cs+], predict the reaction product. The product is: [Br:8][C:6]1[CH:5]=[N+:4]([O-:9])[CH:3]=[C:2]([O:10][C:11]2[CH:12]=[N:13][CH:14]=[C:15]([C:16]([O:18][CH3:19])=[O:17])[CH:20]=2)[CH:7]=1. (7) The product is: [CH:1]1([C:4]2[N:9]=[CH:8][C:7]([NH:10][C:11]3[CH:12]=[CH:13][C:14]([CH2:18][C:20]4[C:28]5[C:27]([O:29][CH3:30])=[N:26][CH:25]=[N:24][C:23]=5[NH:22][CH:21]=4)=[C:15]([F:17])[N:16]=3)=[CH:6][CH:5]=2)[CH2:2][CH2:3]1. Given the reactants [CH:1]1([C:4]2[N:9]=[CH:8][C:7]([NH:10][C:11]3[N:16]=[C:15]([F:17])[C:14]([CH:18]([C:20]4[C:28]5[C:27]([O:29][CH3:30])=[N:26][CH:25]=[N:24][C:23]=5[N:22]([Si](C(C)C)(C(C)C)C(C)C)[CH:21]=4)O)=[CH:13][CH:12]=3)=[CH:6][CH:5]=2)[CH2:3][CH2:2]1.C([SiH](CC)CC)C.FC(F)(F)C(O)=O.C(=O)([O-])[O-].[K+].[K+], predict the reaction product.